From a dataset of CYP1A2 inhibition data for predicting drug metabolism from PubChem BioAssay. Regression/Classification. Given a drug SMILES string, predict its absorption, distribution, metabolism, or excretion properties. Task type varies by dataset: regression for continuous measurements (e.g., permeability, clearance, half-life) or binary classification for categorical outcomes (e.g., BBB penetration, CYP inhibition). Dataset: cyp1a2_veith. (1) The compound is CCN(CC)c1ccc(NC(=O)CSc2nnc3nc(C)cc(C)n23)cc1. The result is 0 (non-inhibitor). (2) The molecule is CN(C)S(=O)(=O)c1ccc(NC(=O)c2c(F)cccc2Cl)cc1. The result is 0 (non-inhibitor). (3) The drug is Nc1nc2c(ncn2[C@@H]2C=C[C@@H](CO)C2)c(=O)[nH]1. The result is 0 (non-inhibitor). (4) The drug is CO[C@H]1COC(=O)C/C=C\[C@@H](C)COC(=O)[C@@H](C)NC(=O)C/C=C\[C@@H]1C. The result is 0 (non-inhibitor).